Dataset: Full USPTO retrosynthesis dataset with 1.9M reactions from patents (1976-2016). Task: Predict the reactants needed to synthesize the given product. (1) Given the product [CH2:7]([C:1]1[CH:6]=[CH:5][CH:4]=[CH:3][C:2]=1[O:23][CH2:28][CH:27]([OH:29])[CH2:25][O:30][C:21]1[CH:20]=[CH:19][CH:18]=[CH:17][C:16]=1[CH2:15][CH2:14][CH2:13][CH2:12][CH2:11][CH2:10][CH2:9][CH2:8][CH3:7])[CH2:8][CH2:9][CH2:10][CH2:11][CH2:12][CH2:13][CH2:14][CH3:15], predict the reactants needed to synthesize it. The reactants are: [CH2:1]1[CH2:6][CH2:5][CH2:4][CH2:3][CH2:2]1.[CH3:7][CH2:8][CH2:9][CH2:10][CH2:11][CH2:12][CH2:13][CH2:14][CH2:15][C:16]1[CH:17]=[CH:18][C:19](O)=[CH:20][CH:21]=1.[OH-:23].[K+].[CH2:25]([CH:27]1[O:29][CH2:28]1)Cl.[OH2:30]. (2) Given the product [NH2:3][C:2]1[NH:1][C:10](=[O:11])[C:9]2[N:8]=[N:7][N:6]([CH:25]3[CH:29]([O:30][C:31](=[O:38])[C:32]4[CH:37]=[CH:36][CH:35]=[CH:34][CH:33]=4)[CH2:28][CH:27]([CH:39]=[CH:40][P:41]([O:43][CH2:44][CH3:45])([O:46][CH2:47][CH3:48])=[O:42])[O:26]3)[C:5]=2[N:4]=1, predict the reactants needed to synthesize it. The reactants are: [NH:1]1[C:10](=[O:11])[C:9]2[NH:8][N:7]=[N:6][C:5]=2[N:4]=[C:2]1[NH2:3].C(NC1N=C2C(N=CN2[CH:25]2[CH:29]([O:30][C:31](=[O:38])[C:32]3[CH:37]=[CH:36][CH:35]=[CH:34][CH:33]=3)[CH2:28][CH:27]([CH:39]=[CH:40][P:41]([O:46][CH2:47][CH3:48])([O:43][CH2:44][CH3:45])=[O:42])[O:26]2)=C(OC(=O)N(C2C=CC=CC=2)C2C=CC=CC=2)N=1)(=O)C.C(OP(C=CC1CC(C(=O)C2C=CC=CC=2)C(C(=O)C2C=CC=CC=2)O1)(=O)OCC)C.Cl[Sn](Cl)(Cl)Cl.C([O-])(O)=O.[Na+]. (3) Given the product [CH3:1][O:2][C:3]1[CH:4]=[CH:5][C:6]([CH:9]2[CH2:10][CH2:11][NH:12][CH2:13]2)=[CH:7][N:8]=1, predict the reactants needed to synthesize it. The reactants are: [CH3:1][O:2][C:3]1[N:8]=[CH:7][C:6]([C:9]2[CH2:10][CH2:11][N:12](C(OCC3C=CC=CC=3)=O)[CH:13]=2)=[CH:5][CH:4]=1. (4) Given the product [OH:4][C:3]([C:5]1[CH:6]=[C:7]([N:11]([CH2:21][CH2:22][C:23]([F:26])([F:25])[F:24])[S:12]([C:15]2[CH:20]=[CH:19][CH:18]=[CH:17][CH:16]=2)(=[O:14])=[O:13])[CH:8]=[CH:9][CH:10]=1)([C:2]([F:1])([F:27])[F:28])[C:53]#[C:54][C:43]1[CH:42]=[CH:41][C:40]([S:37]([CH3:58])(=[O:38])=[O:39])=[CH:45][CH:44]=1, predict the reactants needed to synthesize it. The reactants are: [F:1][C:2]([F:28])([F:27])[C:3]([C:5]1[CH:6]=[C:7]([N:11]([CH2:21][CH2:22][C:23]([F:26])([F:25])[F:24])[S:12]([C:15]2[CH:20]=[CH:19][CH:18]=[CH:17][CH:16]=2)(=[O:14])=[O:13])[CH:8]=[CH:9][CH:10]=1)=[O:4].BrC1C=C(N(CCC(F)(F)F)[S:37]([C:40]2[CH:45]=[CH:44][CH:43]=[CH:42][CH:41]=2)(=[O:39])=[O:38])C=CC=1.[Li][CH2:53][CH2:54]CC.F[C:58](F)(F)C(OCC)=O. (5) Given the product [Cl:1][C:2]1[CH:9]=[CH:8][C:5]([CH2:6][NH:7][C:30](=[O:35])[C:31]([CH3:34])([CH3:33])[CH3:32])=[CH:4][C:3]=1[NH:10][C:11]1[NH:15][C:14]2[CH:16]=[C:17]([N:21]3[CH2:25][CH2:24][CH2:23][CH:22]3[CH2:26][N:27]([CH3:29])[CH3:28])[C:18]([Cl:20])=[CH:19][C:13]=2[N:12]=1, predict the reactants needed to synthesize it. The reactants are: [Cl:1][C:2]1[CH:9]=[CH:8][C:5]([CH2:6][NH2:7])=[CH:4][C:3]=1[NH:10][C:11]1[NH:15][C:14]2[CH:16]=[C:17]([N:21]3[CH2:25][CH2:24][CH2:23][CH:22]3[CH2:26][N:27]([CH3:29])[CH3:28])[C:18]([Cl:20])=[CH:19][C:13]=2[N:12]=1.[C:30](Cl)(=[O:35])[C:31]([CH3:34])([CH3:33])[CH3:32].